This data is from Catalyst prediction with 721,799 reactions and 888 catalyst types from USPTO. The task is: Predict which catalyst facilitates the given reaction. (1) Reactant: [CH3:1][O:2][C:3]1[C:4](B(O)O)=[CH:5][C:6]2[C:11]([CH:12]=1)=[CH:10][CH:9]=[CH:8][CH:7]=2.[Br:16][C:17]1[CH:18]=[CH:19][C:20]([F:24])=[C:21](I)[CH:22]=1.C(=O)([O-])[O-].[Na+].[Na+]. Product: [CH3:1][O:2][C:3]1[C:4]([C:19]2[CH:18]=[C:17]([Br:16])[CH:22]=[CH:21][C:20]=2[F:24])=[CH:5][C:6]2[C:11](=[CH:10][CH:9]=[CH:8][CH:7]=2)[CH:12]=1. The catalyst class is: 11. (2) Reactant: [CH3:1][N:2]([CH3:12])[C:3]1[CH:8]=[CH:7][CH:6]=[C:5]([N+:9]([O-])=O)[CH:4]=1. Product: [CH3:1][N:2]([CH3:12])[C:3]1[CH:4]=[C:5]([NH2:9])[CH:6]=[CH:7][CH:8]=1. The catalyst class is: 19.